This data is from CYP2D6 inhibition data for predicting drug metabolism from PubChem BioAssay. The task is: Regression/Classification. Given a drug SMILES string, predict its absorption, distribution, metabolism, or excretion properties. Task type varies by dataset: regression for continuous measurements (e.g., permeability, clearance, half-life) or binary classification for categorical outcomes (e.g., BBB penetration, CYP inhibition). Dataset: cyp2d6_veith. The molecule is Cl.O=C(CNCCO)N1CCc2ccccc21. The result is 0 (non-inhibitor).